Dataset: Full USPTO retrosynthesis dataset with 1.9M reactions from patents (1976-2016). Task: Predict the reactants needed to synthesize the given product. (1) Given the product [N:1]1([CH2:6][C:7]2[CH:8]=[C:9]([CH:38]=[C:39]([F:47])[CH:40]=2)/[CH:10]=[CH:11]/[C:12]2[CH:17]=[CH:16][C:15]([N:18]3[CH2:19][CH2:20][N:21]([S:24]([CH3:27])(=[O:25])=[O:26])[CH2:22][CH2:23]3)=[CH:14][CH:13]=2)[CH:5]=[CH:4][N:3]=[CH:2]1, predict the reactants needed to synthesize it. The reactants are: [N:1]1([CH2:6][C:7]2[CH:8]=[C:9]([CH:38]=[C:39](Cl)[CH:40]=2)/[CH:10]=[CH:11]/[C:12]2[CH:17]=[CH:16][C:15]([N:18]3[CH2:23][CH2:22][N:21]([S:24]([C:27]4C=CC=C(OC(F)(F)F)C=4)(=[O:26])=[O:25])[CH2:20][CH2:19]3)=[CH:14][CH:13]=2)[CH:5]=[CH:4][N:3]=[CH:2]1.CS(Cl)(=O)=O.[F:47]C(F)(F)OC1C=C(S(Cl)(=O)=O)C=CC=1.N1(CC2C=C(C=C(F)C=2)/C=C/C2C=CC(N3CCNCC3)=CC=2)C=CN=C1.Cl.N1(CC2C=C(C=C(Cl)C=2)/C=C/C2C=CC(N3CCNCC3)=CC=2)C=CN=C1. (2) Given the product [NH:2]1[C:6]2[CH:7]=[CH:8][C:9]([C:11]([N:13]3[CH2:16][C:15]4([CH2:17][CH2:18][N:19]([C:41]([N:36]5[CH2:35][C:34]6[C:38](=[CH:39][CH:40]=[C:32]([Cl:31])[CH:33]=6)[CH2:37]5)=[O:42])[CH2:20][CH2:21]4)[CH2:14]3)=[O:12])=[CH:10][C:5]=2[N:4]=[N:3]1, predict the reactants needed to synthesize it. The reactants are: Cl.[NH:2]1[C:6]2[CH:7]=[CH:8][C:9]([C:11]([N:13]3[CH2:16][C:15]4([CH2:21][CH2:20][NH:19][CH2:18][CH2:17]4)[CH2:14]3)=[O:12])=[CH:10][C:5]=2[N:4]=[N:3]1.C(N(CC)C(C)C)(C)C.[Cl:31][C:32]1[CH:33]=[C:34]2[C:38](=[CH:39][CH:40]=1)[CH2:37][N:36]([C:41](Cl)=[O:42])[CH2:35]2.